Dataset: Full USPTO retrosynthesis dataset with 1.9M reactions from patents (1976-2016). Task: Predict the reactants needed to synthesize the given product. Given the product [Cl:49][C:50]1[CH:61]=[CH:60][C:53]2[NH:54][C:55]([C@H:57]([NH:59][C:5](=[O:7])[C:4]3[CH:8]=[CH:9][C:10]([C:11]([N:13]4[CH2:17][CH2:16][CH2:15][CH2:14]4)=[O:12])=[C:2]([CH3:1])[CH:3]=3)[CH3:58])=[N:56][C:52]=2[CH:51]=1, predict the reactants needed to synthesize it. The reactants are: [CH3:1][C:2]1[CH:3]=[C:4]([CH:8]=[CH:9][C:10]=1[C:11]([N:13]1[CH2:17][CH2:16][CH2:15][CH2:14]1)=[O:12])[C:5]([OH:7])=O.CN(C(ON1N=NC2C=CC=CC1=2)=[N+](C)C)C.[B-](F)(F)(F)F.C(N(C(C)C)CC)(C)C.[Cl:49][C:50]1[CH:61]=[CH:60][C:53]2[NH:54][C:55]([C@H:57]([NH2:59])[CH3:58])=[N:56][C:52]=2[CH:51]=1.ClCl.